This data is from Forward reaction prediction with 1.9M reactions from USPTO patents (1976-2016). The task is: Predict the product of the given reaction. Given the reactants Br[C:2]1[CH:7]=[CH:6][CH:5]=[CH:4][N:3]=1.[CH2:8]([C:12]1[O:13][C:14]2[CH:20]=[CH:19][CH:18]=[C:17]([F:21])[C:15]=2[N:16]=1)[CH2:9][C:10]#[CH:11], predict the reaction product. The product is: [F:21][C:17]1[C:15]2[N:16]=[C:12]([CH2:8][CH2:9][C:10]#[C:11][C:2]3[CH:7]=[CH:6][CH:5]=[CH:4][N:3]=3)[O:13][C:14]=2[CH:20]=[CH:19][CH:18]=1.